This data is from TCR-epitope binding with 47,182 pairs between 192 epitopes and 23,139 TCRs. The task is: Binary Classification. Given a T-cell receptor sequence (or CDR3 region) and an epitope sequence, predict whether binding occurs between them. (1) The epitope is SFHSLHLLF. The TCR CDR3 sequence is CASSTRGREQYF. Result: 1 (the TCR binds to the epitope). (2) The epitope is ALSKGVHFV. The TCR CDR3 sequence is CASSFAETQYF. Result: 1 (the TCR binds to the epitope). (3) The epitope is YIFFASFYY. The TCR CDR3 sequence is CASSQGFGGGTAYEQYF. Result: 1 (the TCR binds to the epitope). (4) Result: 0 (the TCR does not bind to the epitope). The TCR CDR3 sequence is CASSLRRQGEGEQFF. The epitope is CINGVCWTV. (5) The epitope is ELAGIGILTV. The TCR CDR3 sequence is CASSLSGSGDEQFF. Result: 1 (the TCR binds to the epitope). (6) The epitope is RPPIFIRRL. The TCR CDR3 sequence is CASSLHRGVETQYF. Result: 0 (the TCR does not bind to the epitope). (7) The epitope is SEPVLKGVKL. The TCR CDR3 sequence is CSVEEGVVDGYTF. Result: 1 (the TCR binds to the epitope).